From a dataset of Full USPTO retrosynthesis dataset with 1.9M reactions from patents (1976-2016). Predict the reactants needed to synthesize the given product. (1) Given the product [Br:1][C:2]1[CH:11]=[CH:10][C:9]2[N:8]=[CH:7][C:6]3[O:23][CH2:22][CH2:21][CH2:20][O:24][C:5]=3[C:4]=2[CH:3]=1, predict the reactants needed to synthesize it. The reactants are: [Br:1][C:2]1[CH:3]=[C:4]2[C:9](=[CH:10][CH:11]=1)[N:8]=[CH:7][C:6](I)=[C:5]2Cl.C(=O)([O-])[O-].[Cs+].[Cs+].[CH2:20]([OH:24])[CH2:21][CH2:22][OH:23]. (2) The reactants are: [Br:1][C:2]1[CH:14]=[N:13][C:12]2[C:11]3[CH:10]=[CH:9][C:8]([C:15]([O:17][CH3:18])=[O:16])=[CH:7][C:6]=3[NH:5][C:4]=2[CH:3]=1.[F:19][C:20]1[CH:25]=[CH:24][C:23]([CH:26]([CH:28]2[CH2:33][CH2:32][O:31][CH2:30][CH2:29]2)O)=[CH:22][CH:21]=1. Given the product [Br:1][C:2]1[CH:14]=[N:13][C:12]2[C:11]3[CH:10]=[CH:9][C:8]([C:15]([O:17][CH3:18])=[O:16])=[CH:7][C:6]=3[N:5]([CH:26]([C:23]3[CH:22]=[CH:21][C:20]([F:19])=[CH:25][CH:24]=3)[CH:28]3[CH2:33][CH2:32][O:31][CH2:30][CH2:29]3)[C:4]=2[CH:3]=1, predict the reactants needed to synthesize it. (3) The reactants are: [CH3:1][O:2][C:3](=[O:24])[C:4]1[CH:9]=[C:8]([C:10](=[O:12])[CH3:11])[C:7]([NH2:13])=[C:6]([F:14])[C:5]=1[NH:15][C:16]1[CH:21]=[CH:20][C:19]([Br:22])=[CH:18][C:17]=1[F:23].OS(O)(=O)=O.[N:30]([O-])=O.[Na+]. Given the product [CH3:1][O:2][C:3]([C:4]1[CH:9]=[C:8]2[C:7](=[C:6]([F:14])[C:5]=1[NH:15][C:16]1[CH:21]=[CH:20][C:19]([Br:22])=[CH:18][C:17]=1[F:23])[N:13]=[N:30][CH:11]=[C:10]2[OH:12])=[O:24], predict the reactants needed to synthesize it. (4) Given the product [CH2:1]([S:8][C:9]1[CH:10]=[C:11]2[C:16](=[CH:17][CH:18]=1)[C:15]([C:23]1[CH:24]=[CH:25][C:26]([C:28]([F:31])([F:30])[F:29])=[CH:27][C:22]=1[O:21][CH3:20])=[N:14][CH:13]=[CH:12]2)[C:2]1[CH:7]=[CH:6][CH:5]=[CH:4][CH:3]=1, predict the reactants needed to synthesize it. The reactants are: [CH2:1]([S:8][C:9]1[CH:10]=[C:11]2[C:16](=[CH:17][CH:18]=1)[C:15](Cl)=[N:14][CH:13]=[CH:12]2)[C:2]1[CH:7]=[CH:6][CH:5]=[CH:4][CH:3]=1.[CH3:20][O:21][C:22]1[CH:27]=[C:26]([C:28]([F:31])([F:30])[F:29])[CH:25]=[CH:24][C:23]=1B(O)O.P([O-])([O-])([O-])=O.[K+].[K+].[K+].CC(N)CC1C=CC=CC=1.OP(O)(O)=O. (5) The reactants are: [NH:1]1[CH:5]=[CH:4][C:3]([C:6]2[CH:11]=[CH:10][N:9]3[C:12]([C:15]([O:17]CC)=[O:16])=[CH:13][N:14]=[C:8]3[CH:7]=2)=[N:2]1.[Li+].[OH-].Cl. Given the product [NH:1]1[CH:5]=[CH:4][C:3]([C:6]2[CH:11]=[CH:10][N:9]3[C:12]([C:15]([OH:17])=[O:16])=[CH:13][N:14]=[C:8]3[CH:7]=2)=[N:2]1, predict the reactants needed to synthesize it. (6) Given the product [CH2:1]([O:8][C:9]1[C:14]([NH:25][C:28](=[O:37])[O:54][CH2:47][C:48]2[CH:53]=[CH:52][CH:51]=[CH:50][CH:49]=2)=[CH:13][N:12]=[C:11]([N:18]2[CH:22]=[CH:21][CH:20]=[N:19]2)[N:10]=1)[C:2]1[CH:3]=[CH:4][CH:5]=[CH:6][CH:7]=1, predict the reactants needed to synthesize it. The reactants are: [CH2:1]([O:8][C:9]1[C:14](C(O)=O)=[CH:13][N:12]=[C:11]([N:18]2[CH:22]=[CH:21][CH:20]=[N:19]2)[N:10]=1)[C:2]1[CH:7]=[CH:6][CH:5]=[CH:4][CH:3]=1.CC[N:25]([CH2:28]C)CC.C1C=CC(P(N=[N+]=[N-])(C2C=CC=CC=2)=[O:37])=CC=1.[CH2:47]([OH:54])[C:48]1[CH:53]=[CH:52][CH:51]=[CH:50][CH:49]=1. (7) Given the product [CH3:17][N:4]1[C:3]([C:18]([N:20]2[CH2:25][CH2:24][CH:23]([N:26]3[CH2:30][CH2:29][CH2:28][CH2:27]3)[CH2:22][CH2:21]2)=[O:19])=[C:2]([C:33]2[CH:32]=[N:31][CH:36]=[CH:35][CH:34]=2)[N:6]=[C:5]1[C:7]1[CH:8]=[N:9][C:10]([C:13]([F:16])([F:15])[F:14])=[CH:11][CH:12]=1, predict the reactants needed to synthesize it. The reactants are: I[C:2]1[N:6]=[C:5]([C:7]2[CH:8]=[N:9][C:10]([C:13]([F:16])([F:15])[F:14])=[CH:11][CH:12]=2)[N:4]([CH3:17])[C:3]=1[C:18]([N:20]1[CH2:25][CH2:24][CH:23]([N:26]2[CH2:30][CH2:29][CH2:28][CH2:27]2)[CH2:22][CH2:21]1)=[O:19].[N:31]1[CH:36]=[CH:35][CH:34]=[C:33](B(O)O)[CH:32]=1. (8) Given the product [Cl:7][C:8]1[CH:9]=[C:10]([C:18]2[O:20][N:40]=[C:39]([C:38]3[C:33]4[O:32][CH2:31][CH2:30][N:29]([C:43]([O:45][C:46]([CH3:47])([CH3:48])[CH3:49])=[O:44])[CH:28]([CH2:27][CH2:26][CH2:25][C:24]([O:23][CH2:21][CH3:22])=[O:50])[C:34]=4[CH:35]=[CH:36][CH:37]=3)[N:41]=2)[CH:11]=[N:12][C:13]=1[O:14][CH:15]([CH3:16])[CH3:17], predict the reactants needed to synthesize it. The reactants are: C(Cl)(=O)C(Cl)=O.[Cl:7][C:8]1[CH:9]=[C:10]([C:18]([OH:20])=O)[CH:11]=[N:12][C:13]=1[O:14][CH:15]([CH3:17])[CH3:16].[CH2:21]([O:23][C:24](=[O:50])[CH2:25][CH2:26][CH2:27][CH:28]1[C:34]2[CH:35]=[CH:36][CH:37]=[C:38]([C:39]([NH:41]O)=[NH:40])[C:33]=2[O:32][CH2:31][CH2:30][N:29]1[C:43]([O:45][C:46]([CH3:49])([CH3:48])[CH3:47])=[O:44])[CH3:22].C(N(CC)CC)C. (9) Given the product [Br:7][C:8]1[CH:13]=[CH:12][CH:11]=[CH:10][C:9]=1[C:14]1[CH:15]=[CH:16][C:17]([CH2:20][N:2]2[CH:6]=[N:5][CH:4]=[N:3]2)=[CH:18][CH:19]=1, predict the reactants needed to synthesize it. The reactants are: [Na].[NH:2]1[CH:6]=[N:5][CH:4]=[N:3]1.[Br:7][C:8]1[CH:13]=[CH:12][CH:11]=[CH:10][C:9]=1[C:14]1[CH:19]=[CH:18][C:17]([CH2:20]OS(C)(=O)=O)=[CH:16][CH:15]=1. (10) Given the product [O:13]1[CH2:16][CH:12]([N:2]2[CH:3]=[C:4]([C:5]([O:7][CH2:8][CH3:9])=[O:6])[N:10]=[CH:11]2)[CH2:14]1, predict the reactants needed to synthesize it. The reactants are: C[N:2]([CH3:12])/[CH:3]=[C:4](\[N+:10]#[C-:11])/[C:5]([O:7][CH2:8][CH3:9])=[O:6].[O:13]1[CH:16]=C(N)[CH2:14]1.